Dataset: Forward reaction prediction with 1.9M reactions from USPTO patents (1976-2016). Task: Predict the product of the given reaction. (1) Given the reactants N1C=CC=CC=1.[NH2:7][C:8]1[CH:13]=[CH:12][NH:11][C:10](=[O:14])[CH:9]=1.[C:15]1([CH2:21][C:22](Cl)=[O:23])[CH:20]=[CH:19][CH:18]=[CH:17][CH:16]=1, predict the reaction product. The product is: [O:14]=[C:10]1[CH:9]=[C:8]([NH:7][C:22](=[O:23])[CH2:21][C:15]2[CH:20]=[CH:19][CH:18]=[CH:17][CH:16]=2)[CH:13]=[CH:12][NH:11]1. (2) Given the reactants [Cl:1][C:2]1[CH:3]=[CH:4][C:5]([C:23]#[N:24])=[C:6]([C:8]2[C:13]([O:14][CH3:15])=[CH:12][N:11]([CH:16]([CH2:20][CH3:21])[C:17]([OH:19])=O)[C:10](=[O:22])[CH:9]=2)[CH:7]=1.[NH2:25][C:26]1[CH:31]=[CH:30][C:29]([C:32]2[NH:36][C:35](=[O:37])[S:34][N:33]=2)=[CH:28][CH:27]=1, predict the reaction product. The product is: [Cl:1][C:2]1[CH:3]=[CH:4][C:5]([C:23]#[N:24])=[C:6]([C:8]2[C:13]([O:14][CH3:15])=[CH:12][N:11]([CH:16]([CH2:20][CH3:21])[C:17]([NH:25][C:26]3[CH:27]=[CH:28][C:29]([C:32]4[NH:36][C:35](=[O:37])[S:34][N:33]=4)=[CH:30][CH:31]=3)=[O:19])[C:10](=[O:22])[CH:9]=2)[CH:7]=1. (3) Given the reactants [C:1]1([NH:7][C:8]([O:10][C:11]2[CH:12]=[CH:13][C:14]3[CH2:15][C@H:16]4[NH:27][CH2:26][CH2:25][C@@:22]5([C:23]=3[CH:24]=2)[C@H:17]4[CH2:18][CH2:19][CH2:20][CH2:21]5)=[O:9])[CH:6]=[CH:5][CH:4]=[CH:3][CH:2]=1.Cl.C(=O)([O-])[O-].[K+].[K+].Br[CH2:36][CH2:37][CH2:38][Cl:39], predict the reaction product. The product is: [C:1]1([NH:7][C:8]([O:10][C:11]2[CH:12]=[CH:13][C:14]3[CH2:15][C@H:16]4[N:27]([CH2:36][CH2:37][CH2:38][Cl:39])[CH2:26][CH2:25][C@@:22]5([C:23]=3[CH:24]=2)[C@H:17]4[CH2:18][CH2:19][CH2:20][CH2:21]5)=[O:9])[CH:2]=[CH:3][CH:4]=[CH:5][CH:6]=1. (4) Given the reactants C[O:2][C:3]([C:5]1[CH:6]=[CH:7][CH:8]=[C:9]2[O:14][CH2:13][C:12](=[O:15])[NH:11][C:10]=12)=[O:4], predict the reaction product. The product is: [O:15]=[C:12]1[NH:11][C:10]2=[C:5]([C:3]([OH:4])=[O:2])[CH:6]=[CH:7][CH:8]=[C:9]2[O:14][CH2:13]1. (5) Given the reactants C([O:5][C:6](=[O:36])[CH:7]=[CH:8][C:9]1[CH:14]=[CH:13][C:12]([O:15][C:16]([F:19])([F:18])[F:17])=[C:11]([C:20]2[C:21]([CH3:35])=[CH:22][C:23]3[O:28][C:27]([CH3:30])([CH3:29])[C:26](=[O:31])[N:25]([CH2:32][CH3:33])[C:24]=3[CH:34]=2)[CH:10]=1)(C)(C)C, predict the reaction product. The product is: [CH2:32]([N:25]1[C:24]2[CH:34]=[C:20]([C:11]3[CH:10]=[C:9]([CH:8]=[CH:7][C:6]([OH:36])=[O:5])[CH:14]=[CH:13][C:12]=3[O:15][C:16]([F:19])([F:17])[F:18])[C:21]([CH3:35])=[CH:22][C:23]=2[O:28][C:27]([CH3:30])([CH3:29])[C:26]1=[O:31])[CH3:33]. (6) Given the reactants [C:1]1(=[O:11])[CH2:10][CH2:9][CH2:8][CH2:7][CH2:6][CH2:5][CH2:4][CH2:3][CH2:2]1.[N-:12]=[N+]=[N-].[Na+].[OH-].[Na+], predict the reaction product. The product is: [C:1]1(=[O:11])[CH2:2][CH2:3][CH2:4][CH2:5][CH2:6][CH2:7][CH2:8][CH2:9][CH2:10][NH:12]1. (7) Given the reactants CN([CH:4]=[C:5]1[C:11](=O)[C:10]2[CH:13]=[C:14]([F:17])[CH:15]=[CH:16][C:9]=2[NH:8][C:7](=[O:18])[CH2:6]1)C.Cl.[CH:20]1([C:23]([NH2:25])=[NH:24])[CH2:22][CH2:21]1, predict the reaction product. The product is: [CH:20]1([C:23]2[N:24]=[CH:4][C:5]3[CH2:6][C:7](=[O:18])[NH:8][C:9]4[CH:16]=[CH:15][C:14]([F:17])=[CH:13][C:10]=4[C:11]=3[N:25]=2)[CH2:22][CH2:21]1.